Dataset: Drug half-life prediction data from Obach et al.. Task: Regression/Classification. Given a drug SMILES string, predict its absorption, distribution, metabolism, or excretion properties. Task type varies by dataset: regression for continuous measurements (e.g., permeability, clearance, half-life) or binary classification for categorical outcomes (e.g., BBB penetration, CYP inhibition). For this dataset (half_life_obach), we predict log10(half-life) (log10 of half-life in hours). (1) The compound is O=C(CCCN1CCC(n2c(O)nc3ccccc32)CC1)c1ccc(F)cc1. The log10(half-life) is 0.760. (2) The drug is C=C1CC[C@@]2(O)[C@H]3Cc4ccc(O)c5c4[C@@]2(CCN3CC2CC2)[C@H]1O5. The log10(half-life) is 0.940. (3) The drug is N[C@H]1[C@@H]2CN(c3nc4c(cc3F)c(=O)c(C(=O)O)cn4-c3ccc(F)cc3F)C[C@H]12. The log10(half-life) is 1.04. (4) The molecule is CO[C@@]1(NC(=O)Cc2cccs2)C(=O)N2C(C(=O)O)=C(COC(N)=O)CS[C@@H]21. The log10(half-life) is -0.0900. (5) The molecule is O=C(CCCCCCC(=O)Nc1ccccc1)NO. The log10(half-life) is -0.120. (6) The molecule is CCCN(CCC)S(=O)(=O)c1ccc(C(=O)O)cc1. The log10(half-life) is 0.770. (7) The molecule is CC1=C(CO)C2=C(C)C3(CC3)[C@@](C)(O)C(=O)C2=C1. The log10(half-life) is -0.520. (8) The molecule is CC1COc2c(N3CCN(C)CC3)c(F)cc3c(=O)c(C(=O)O)cn1c23. The log10(half-life) is 0.950. (9) The compound is CC(C)(C)NCC(O)c1cc(O)cc(O)c1. The log10(half-life) is 1.18. (10) The drug is CC(C)C[C@H](NC(=O)[C@H](Cc1ccccc1)NC(=O)c1cnccn1)B(O)O. The log10(half-life) is 1.26.